From a dataset of Forward reaction prediction with 1.9M reactions from USPTO patents (1976-2016). Predict the product of the given reaction. (1) Given the reactants [O:1]1[CH2:6][CH2:5][N:4]([C:7]2[CH:13]=[CH:12][C:10]([NH2:11])=[CH:9][CH:8]=2)[CH2:3][CH2:2]1.[C:14]([O:18][C:19]([N:21]1[CH2:26][CH2:25][N:24]([C:27]2[NH:28][C:29]([C:34]3[CH:39]=[CH:38][N:37]=[C:36](Cl)[CH:35]=3)=[CH:30][C:31]=2[C:32]#[N:33])[CH2:23][CH2:22]1)=[O:20])([CH3:17])([CH3:16])[CH3:15], predict the reaction product. The product is: [C:14]([O:18][C:19]([N:21]1[CH2:22][CH2:23][N:24]([C:27]2[NH:28][C:29]([C:34]3[CH:39]=[CH:38][N:37]=[C:36]([NH:11][C:10]4[CH:12]=[CH:13][C:7]([N:4]5[CH2:3][CH2:2][O:1][CH2:6][CH2:5]5)=[CH:8][CH:9]=4)[CH:35]=3)=[CH:30][C:31]=2[C:32]#[N:33])[CH2:25][CH2:26]1)=[O:20])([CH3:17])([CH3:15])[CH3:16]. (2) Given the reactants [NH2:1][C:2]1[N:7]=[C:6]([C:8]2[O:9][CH:10]=[CH:11][CH:12]=2)[C:5]([C:13]#[N:14])=[C:4](S(C)=O)[N:3]=1.Cl.[CH:19]([C:21]1[CH:28]=[CH:27][C:24]([CH2:25][NH2:26])=[CH:23][CH:22]=1)=[CH2:20].C1CCN2C(=NCCC2)CC1, predict the reaction product. The product is: [NH2:1][C:2]1[N:7]=[C:6]([C:8]2[O:9][CH:10]=[CH:11][CH:12]=2)[C:5]([C:13]#[N:14])=[C:4]([NH:26][CH2:25][C:24]2[CH:27]=[CH:28][C:21]([CH:19]=[CH2:20])=[CH:22][CH:23]=2)[N:3]=1. (3) The product is: [Cl:15][C:16]1[CH:17]=[C:18]([CH:22]=[CH:23][CH:24]=1)[C:19]([NH:21][C:2]1[CH:14]=[CH:13][CH:12]=[C:4]([O:5][C:6]2[CH:7]=[N:8][CH:9]=[N:10][CH:11]=2)[CH:3]=1)=[O:20]. Given the reactants Br[C:2]1[CH:3]=[C:4]([CH:12]=[CH:13][CH:14]=1)[O:5][C:6]1[CH:7]=[N:8][CH:9]=[N:10][CH:11]=1.[Cl:15][C:16]1[CH:17]=[C:18]([CH:22]=[CH:23][CH:24]=1)[C:19]([NH2:21])=[O:20].CC([O-])(C)C.[Na+].CC1(C)C2C(=C(P(C3C=CC=CC=3)C3C=CC=CC=3)C=CC=2)OC2C(P(C3C=CC=CC=3)C3C=CC=CC=3)=CC=CC1=2, predict the reaction product. (4) Given the reactants [Cl:1][C:2]1[CH:3]=[C:4]([N:8]2[C:12]([CH2:13][NH:14][C:15]([NH:17][C:18]3[CH:19]=[N:20][C:21]([CH:24]4[CH2:28][O:27]C(C)(C)[O:25]4)=[CH:22][CH:23]=3)=[O:16])=[CH:11][C:10]([C:31]([F:34])([F:33])[F:32])=[N:9]2)[CH:5]=[CH:6][CH:7]=1, predict the reaction product. The product is: [Cl:1][C:2]1[CH:3]=[C:4]([N:8]2[C:12]([CH2:13][NH:14][C:15]([NH:17][C:18]3[CH:19]=[N:20][C:21]([CH:24]([OH:25])[CH2:28][OH:27])=[CH:22][CH:23]=3)=[O:16])=[CH:11][C:10]([C:31]([F:34])([F:32])[F:33])=[N:9]2)[CH:5]=[CH:6][CH:7]=1. (5) Given the reactants [Br:1][C:2]1[CH:7]=[CH:6][N:5]=[C:4]2[NH:8][CH:9]=[CH:10][C:3]=12.[C:11](O[C:11]([O:13][C:14]([CH3:17])([CH3:16])[CH3:15])=[O:12])([O:13][C:14]([CH3:17])([CH3:16])[CH3:15])=[O:12].C(N(CC)CC)C, predict the reaction product. The product is: [Br:1][C:2]1[CH:7]=[CH:6][N:5]=[C:4]2[N:8]([C:11]([O:13][C:14]([CH3:17])([CH3:16])[CH3:15])=[O:12])[CH:9]=[CH:10][C:3]=12. (6) Given the reactants [NH2:1][C:2]1[CH:7]=[CH:6][C:5]([C:8]2[CH:13]=[CH:12][C:11]([C:14]([F:17])([F:16])[F:15])=[CH:10][CH:9]=2)=[CH:4][C:3]=1[C:18]#[N:19].N([O-])=O.[Na+].[N-:24]=[N+:25]=[N-].[Na+], predict the reaction product. The product is: [N:1]([C:2]1[CH:7]=[CH:6][C:5]([C:8]2[CH:9]=[CH:10][C:11]([C:14]([F:15])([F:16])[F:17])=[CH:12][CH:13]=2)=[CH:4][C:3]=1[C:18]#[N:19])=[N+:24]=[N-:25]. (7) Given the reactants C(=O)([O-])[O-].[Na+].[Na+].[ClH:7].[N:8]12[CH2:15][CH2:14][CH:11]([CH2:12][CH2:13]1)[C@@H:10]([NH:16][C:17]([C:19]1[S:20][C:21]3[C:27](Br)=[CH:26][CH:25]=[CH:24][C:22]=3[CH:23]=1)=[O:18])[CH2:9]2.[CH3:29][O:30][C:31]1[CH:36]=[CH:35][CH:34]=[CH:33][C:32]=1B(O)O, predict the reaction product. The product is: [ClH:7].[N:8]12[CH2:15][CH2:14][CH:11]([CH2:12][CH2:13]1)[C@@H:10]([NH:16][C:17]([C:19]1[S:20][C:21]3[C:27]([C:32]4[CH:33]=[CH:34][CH:35]=[CH:36][C:31]=4[O:30][CH3:29])=[CH:26][CH:25]=[CH:24][C:22]=3[CH:23]=1)=[O:18])[CH2:9]2.